Dataset: Forward reaction prediction with 1.9M reactions from USPTO patents (1976-2016). Task: Predict the product of the given reaction. (1) The product is: [F:25][C:23]1[CH:22]=[C:21]([F:26])[CH:20]=[C:19]2[C:24]=1[C:15]([NH:14][C:4]1[CH:3]=[C:2]([B:37]([OH:38])[OH:36])[CH:7]=[N:6][C:5]=1[N:8]1[CH2:13][CH2:12][O:11][CH2:10][CH2:9]1)=[C:16]([CH3:33])[C:17]([C:27]1[CH:32]=[CH:31][CH:30]=[CH:29][N:28]=1)=[N:18]2. Given the reactants Br[C:2]1[CH:3]=[C:4]([NH:14][C:15]2[C:24]3[C:19](=[CH:20][C:21]([F:26])=[CH:22][C:23]=3[F:25])[N:18]=[C:17]([C:27]3[CH:32]=[CH:31][CH:30]=[CH:29][N:28]=3)[C:16]=2[CH3:33])[C:5]([N:8]2[CH2:13][CH2:12][O:11][CH2:10][CH2:9]2)=[N:6][CH:7]=1.CC1(C)C(C)(C)[O:38][B:37](B2OC(C)(C)C(C)(C)O2)[O:36]1.C([O-])(=O)C.[K+], predict the reaction product. (2) Given the reactants Br[C:2]1[CH:3]=[N:4][CH:5]=[CH:6][CH:7]=1.C([N:15]1[C:23]2[C:18](=[CH:19][CH:20]=[C:21]([Cl:24])[CH:22]=2)[CH:17]=[C:16]1B(O)O)(OC(C)(C)C)=O, predict the reaction product. The product is: [Cl:24][C:21]1[CH:22]=[C:23]2[C:18]([CH:17]=[C:16]([C:2]3[CH:3]=[N:4][CH:5]=[CH:6][CH:7]=3)[NH:15]2)=[CH:19][CH:20]=1. (3) Given the reactants [C:1]([C:3]1[CH:4]=[C:5]([N:10]([CH2:15][C:16]2[CH:21]=[CH:20][CH:19]=[C:18](I)[CH:17]=2)[C:11](=[O:14])[CH2:12][CH3:13])[CH:6]=[C:7]([F:9])[CH:8]=1)#[N:2].[N:23]1[CH:28]=[CH:27][C:26](B(O)O)=[CH:25][CH:24]=1, predict the reaction product. The product is: [C:1]([C:3]1[CH:4]=[C:5]([N:10]([CH2:15][C:16]2[CH:21]=[CH:20][CH:19]=[C:18]([C:26]3[CH:27]=[CH:28][N:23]=[CH:24][CH:25]=3)[CH:17]=2)[C:11](=[O:14])[CH2:12][CH3:13])[CH:6]=[C:7]([F:9])[CH:8]=1)#[N:2].